Dataset: Full USPTO retrosynthesis dataset with 1.9M reactions from patents (1976-2016). Task: Predict the reactants needed to synthesize the given product. Given the product [F:14][C:2]([F:1])([S:10]([O-:13])(=[O:12])=[O:11])[CH2:3][O:4][C:5](=[O:9])[C:6]([CH3:8])=[CH2:7].[C:23]1([C:29]2[C:37]3[C:36]4[CH:38]=[CH:39][CH:40]=[CH:41][C:35]=4[SH+:34][C:33]=3[CH:32]=[CH:31][CH:30]=2)[CH:24]=[CH:25][CH:26]=[CH:27][CH:28]=1, predict the reactants needed to synthesize it. The reactants are: [F:1][C:2]([F:14])([S:10]([O-:13])(=[O:12])=[O:11])[CH2:3][O:4][C:5](=[O:9])[C:6]([CH3:8])=[CH2:7].C([NH+](CC)CC)C.[Br-].[C:23]1([C:29]2[C:37]3[C:36]4[CH:38]=[CH:39][CH:40]=[CH:41][C:35]=4[SH+:34][C:33]=3[CH:32]=[CH:31][CH:30]=2)[CH:28]=[CH:27][CH:26]=[CH:25][CH:24]=1.